Dataset: Kir2.1 potassium channel HTS with 301,493 compounds. Task: Binary Classification. Given a drug SMILES string, predict its activity (active/inactive) in a high-throughput screening assay against a specified biological target. The compound is O1C(OCc2ccc(cc2)CO)CC(C2CCCCC2)C=C1C(=O)N. The result is 1 (active).